Dataset: NCI-60 drug combinations with 297,098 pairs across 59 cell lines. Task: Regression. Given two drug SMILES strings and cell line genomic features, predict the synergy score measuring deviation from expected non-interaction effect. (1) Drug 1: CN(CC1=CN=C2C(=N1)C(=NC(=N2)N)N)C3=CC=C(C=C3)C(=O)NC(CCC(=O)O)C(=O)O. Drug 2: C(CN)CNCCSP(=O)(O)O. Cell line: SK-OV-3. Synergy scores: CSS=8.82, Synergy_ZIP=-6.05, Synergy_Bliss=-0.423, Synergy_Loewe=-3.36, Synergy_HSA=-3.39. (2) Drug 1: CC12CCC3C(C1CCC2O)C(CC4=C3C=CC(=C4)O)CCCCCCCCCS(=O)CCCC(C(F)(F)F)(F)F. Drug 2: B(C(CC(C)C)NC(=O)C(CC1=CC=CC=C1)NC(=O)C2=NC=CN=C2)(O)O. Cell line: HT29. Synergy scores: CSS=23.9, Synergy_ZIP=-0.361, Synergy_Bliss=1.16, Synergy_Loewe=-51.7, Synergy_HSA=-1.19. (3) Cell line: BT-549. Drug 2: CN(C)N=NC1=C(NC=N1)C(=O)N. Drug 1: CC(C1=C(C=CC(=C1Cl)F)Cl)OC2=C(N=CC(=C2)C3=CN(N=C3)C4CCNCC4)N. Synergy scores: CSS=-9.95, Synergy_ZIP=2.35, Synergy_Bliss=-3.73, Synergy_Loewe=-8.38, Synergy_HSA=-8.07. (4) Drug 1: CCC1(CC2CC(C3=C(CCN(C2)C1)C4=CC=CC=C4N3)(C5=C(C=C6C(=C5)C78CCN9C7C(C=CC9)(C(C(C8N6C=O)(C(=O)OC)O)OC(=O)C)CC)OC)C(=O)OC)O.OS(=O)(=O)O. Drug 2: C1=NC2=C(N1)C(=S)N=CN2. Cell line: NCI-H460. Synergy scores: CSS=44.7, Synergy_ZIP=-7.41, Synergy_Bliss=-6.92, Synergy_Loewe=-15.7, Synergy_HSA=-8.29. (5) Drug 1: C1=CC=C(C=C1)NC(=O)CCCCCCC(=O)NO. Drug 2: CS(=O)(=O)CCNCC1=CC=C(O1)C2=CC3=C(C=C2)N=CN=C3NC4=CC(=C(C=C4)OCC5=CC(=CC=C5)F)Cl. Cell line: NCI-H226. Synergy scores: CSS=-0.875, Synergy_ZIP=-0.468, Synergy_Bliss=-1.50, Synergy_Loewe=-0.883, Synergy_HSA=-0.962. (6) Drug 1: C1=NNC2=C1C(=O)NC=N2. Drug 2: CC1C(C(CC(O1)OC2CC(CC3=C2C(=C4C(=C3O)C(=O)C5=CC=CC=C5C4=O)O)(C(=O)C)O)N)O. Cell line: SK-OV-3. Synergy scores: CSS=29.4, Synergy_ZIP=0.410, Synergy_Bliss=2.11, Synergy_Loewe=-22.8, Synergy_HSA=2.71.